This data is from NCI-60 drug combinations with 297,098 pairs across 59 cell lines. The task is: Regression. Given two drug SMILES strings and cell line genomic features, predict the synergy score measuring deviation from expected non-interaction effect. (1) Drug 1: CNC(=O)C1=CC=CC=C1SC2=CC3=C(C=C2)C(=NN3)C=CC4=CC=CC=N4. Drug 2: C1=NC2=C(N1)C(=S)N=CN2. Cell line: SK-OV-3. Synergy scores: CSS=-1.67, Synergy_ZIP=-9.94, Synergy_Bliss=-24.6, Synergy_Loewe=-38.9, Synergy_HSA=-26.0. (2) Drug 1: C1CN1P(=S)(N2CC2)N3CC3. Drug 2: CC1=C(C(=O)C2=C(C1=O)N3CC4C(C3(C2COC(=O)N)OC)N4)N. Cell line: IGROV1. Synergy scores: CSS=16.9, Synergy_ZIP=-6.63, Synergy_Bliss=-2.29, Synergy_Loewe=-1.96, Synergy_HSA=-0.0823. (3) Drug 1: C1CCN(CC1)CCOC2=CC=C(C=C2)C(=O)C3=C(SC4=C3C=CC(=C4)O)C5=CC=C(C=C5)O. Drug 2: CCC1=CC2CC(C3=C(CN(C2)C1)C4=CC=CC=C4N3)(C5=C(C=C6C(=C5)C78CCN9C7C(C=CC9)(C(C(C8N6C)(C(=O)OC)O)OC(=O)C)CC)OC)C(=O)OC.C(C(C(=O)O)O)(C(=O)O)O. Cell line: SK-MEL-5. Synergy scores: CSS=33.3, Synergy_ZIP=10.5, Synergy_Bliss=10.4, Synergy_Loewe=-15.1, Synergy_HSA=4.97. (4) Drug 1: C1CCC(CC1)NC(=O)N(CCCl)N=O. Drug 2: C(CN)CNCCSP(=O)(O)O. Cell line: DU-145. Synergy scores: CSS=2.27, Synergy_ZIP=1.82, Synergy_Bliss=-4.95, Synergy_Loewe=-8.32, Synergy_HSA=-4.80.